Dataset: Full USPTO retrosynthesis dataset with 1.9M reactions from patents (1976-2016). Task: Predict the reactants needed to synthesize the given product. (1) The reactants are: [Cl:1][C:2]1[CH:7]=[CH:6][C:5]([NH:8][C:9](=[O:22])[CH2:10][C@H:11]([CH:16]2[CH2:21][CH2:20][CH2:19][CH2:18][CH2:17]2)[C:12]([O:14]C)=[O:13])=[CH:4][CH:3]=1.[OH-].[Na+]. Given the product [Cl:1][C:2]1[CH:3]=[CH:4][C:5]([NH:8][C:9](=[O:22])[CH2:10][C@H:11]([CH:16]2[CH2:21][CH2:20][CH2:19][CH2:18][CH2:17]2)[C:12]([OH:14])=[O:13])=[CH:6][CH:7]=1, predict the reactants needed to synthesize it. (2) Given the product [Cl:30][CH2:29][CH2:28][CH2:27][CH2:26][C:25]1[N:24]([CH2:31][CH3:32])[N:23]=[C:22]2[C:21]=1[C:4]1[CH:5]=[CH:6][CH:7]=[CH:8][C:3]=1[N:2]=[C:33]2[NH2:34], predict the reactants needed to synthesize it. The reactants are: Cl.[NH2:2][C:3]1[CH:8]=[CH:7][CH:6]=[CH:5][C:4]=1B(O)O.P([O-])([O-])([O-])=O.[K+].[K+].[K+].Br[C:21]1[C:22]([C:33]#[N:34])=[N:23][N:24]([CH2:31][CH3:32])[C:25]=1[CH2:26][CH2:27][CH2:28][CH2:29][Cl:30]. (3) Given the product [ClH:21].[NH2:12][CH2:11][CH2:10][N:7]1[CH2:6][CH2:5][CH:4]([CH2:3][CH2:2][OH:1])[CH2:9][CH2:8]1, predict the reactants needed to synthesize it. The reactants are: [OH:1][CH2:2][CH2:3][CH:4]1[CH2:9][CH2:8][N:7]([CH2:10][C:11]#[N:12])[CH2:6][CH2:5]1.[H-].[H-].[H-].[H-].[Li+].[Al+3].[OH-].[Na+].[ClH:21]. (4) Given the product [CH2:20]([C:15]1[CH:14]=[C:13]([C:10]2[S:9][C:8]([C:6]([O:5][C:1]([CH3:2])([CH3:4])[CH3:3])=[O:7])=[N:12][CH:11]=2)[CH:18]=[CH:17][N:16]=1)[CH3:21], predict the reactants needed to synthesize it. The reactants are: [C:1]([O:5][C:6]([C:8]1[S:9][C:10]([C:13]2[CH:18]=[CH:17][N+:16]([O-])=[C:15]([CH2:20][CH3:21])[CH:14]=2)=[CH:11][N:12]=1)=[O:7])([CH3:4])([CH3:3])[CH3:2]. (5) Given the product [CH3:1][O:2][C:3]1[CH:30]=[CH:29][C:6]([CH2:7][NH:8][C:9]([C:11]2([CH2:24][CH2:25][CH2:26][CH2:27][N:34]3[CH2:35][CH2:36][N:31]([C:37]4[N:46]=[CH:45][C:44]5[C:39](=[CH:40][CH:41]=[CH:42][CH:43]=5)[N:38]=4)[CH2:32][CH2:33]3)[C:23]3[CH:22]=[CH:21][CH:20]=[CH:19][C:18]=3[C:17]3[C:12]2=[CH:13][CH:14]=[CH:15][CH:16]=3)=[O:10])=[CH:5][CH:4]=1, predict the reactants needed to synthesize it. The reactants are: [CH3:1][O:2][C:3]1[CH:30]=[CH:29][C:6]([CH2:7][NH:8][C:9]([C:11]2([CH2:24][CH2:25][CH2:26][CH2:27]Br)[C:23]3[CH:22]=[CH:21][CH:20]=[CH:19][C:18]=3[C:17]3[C:12]2=[CH:13][CH:14]=[CH:15][CH:16]=3)=[O:10])=[CH:5][CH:4]=1.[N:31]1([C:37]2[N:46]=[CH:45][C:44]3[C:39](=[CH:40][CH:41]=[CH:42][CH:43]=3)[N:38]=2)[CH2:36][CH2:35][NH:34][CH2:33][CH2:32]1.